Predict which catalyst facilitates the given reaction. From a dataset of Catalyst prediction with 721,799 reactions and 888 catalyst types from USPTO. (1) Reactant: [CH3:1][N:2]1[N:18]=[CH:17][C:16]2[NH:15][C:14](=[O:19])[C@H:13]([CH3:20])[CH:12]=[CH:11][CH2:10][C@H:9]([NH:21][C:22](=[O:28])[O:23][C:24]([CH3:27])([CH3:26])[CH3:25])[C:8]3[CH:29]=[C:4]([CH:5]=[CH:6][N:7]=3)[C:3]1=2. Product: [CH3:1][N:2]1[N:18]=[CH:17][C:16]2[NH:15][C:14](=[O:19])[C@H:13]([CH3:20])[CH2:12][CH2:11][CH2:10][C@H:9]([NH:21][C:22](=[O:28])[O:23][C:24]([CH3:26])([CH3:25])[CH3:27])[C:8]3[CH:29]=[C:4]([CH:5]=[CH:6][N:7]=3)[C:3]1=2. The catalyst class is: 50. (2) Reactant: C[O:2][C:3](=[O:34])[CH2:4][O:5][C:6]1[CH:11]=[CH:10][C:9]([O:12][CH2:13][C:14]2[S:15][C:16]([C:26]3[CH:31]=[CH:30][C:29]([Cl:32])=[CH:28][CH:27]=3)=[C:17]([C:19]3[CH:24]=[CH:23][C:22]([Cl:25])=[CH:21][CH:20]=3)[N:18]=2)=[CH:8][C:7]=1[CH3:33].O[Li].O.Cl.CCOC(C)=O. Product: [Cl:25][C:22]1[CH:21]=[CH:20][C:19]([C:17]2[N:18]=[C:14]([CH2:13][O:12][C:9]3[CH:10]=[CH:11][C:6]([O:5][CH2:4][C:3]([OH:34])=[O:2])=[C:7]([CH3:33])[CH:8]=3)[S:15][C:16]=2[C:26]2[CH:27]=[CH:28][C:29]([Cl:32])=[CH:30][CH:31]=2)=[CH:24][CH:23]=1. The catalyst class is: 20. (3) Reactant: [CH3:1][N:2]1[CH2:7][CH2:6][CH:5]([O:8][C:9]2[CH:18]=[CH:17][C:12]([C:13]([O:15]C)=[O:14])=[CH:11][C:10]=2[C:19]([F:22])([F:21])[F:20])[CH2:4][CH2:3]1.[OH-].[Na+].Cl.C(Cl)Cl.CO. Product: [CH3:1][N:2]1[CH2:7][CH2:6][CH:5]([O:8][C:9]2[CH:18]=[CH:17][C:12]([C:13]([OH:15])=[O:14])=[CH:11][C:10]=2[C:19]([F:20])([F:21])[F:22])[CH2:4][CH2:3]1. The catalyst class is: 24.